Dataset: Full USPTO retrosynthesis dataset with 1.9M reactions from patents (1976-2016). Task: Predict the reactants needed to synthesize the given product. (1) The reactants are: [N:1]1([C:6]2[N:7]=[N:8][C:9]([CH:12]=[CH2:13])=[CH:10][CH:11]=2)[CH:5]=[N:4][N:3]=[N:2]1.[CH3:14][C:15]1[C:19](=[O:20])[O:18][CH2:17][C:16]=1[N:21]1[CH2:25][CH2:24][C:23]2([CH2:30][CH2:29][NH:28][CH2:27][CH2:26]2)[C:22]1=[O:31].C1C=CC(P(C2C(OC3C(P(C4C=CC=CC=4)C4C=CC=CC=4)=CC=CC=3)=CC=CC=2)C2C=CC=CC=2)=CC=1.N#N. Given the product [N:1]1([C:6]2[N:7]=[N:8][C:9]([CH2:12][CH2:13][N:28]3[CH2:29][CH2:30][C:23]4([C:22](=[O:31])[N:21]([C:16]5[CH2:17][O:18][C:19](=[O:20])[C:15]=5[CH3:14])[CH2:25][CH2:24]4)[CH2:26][CH2:27]3)=[CH:10][CH:11]=2)[CH:5]=[N:4][N:3]=[N:2]1, predict the reactants needed to synthesize it. (2) Given the product [I:1][C:2]1[C:10]2[N:9]=[C:8]([C:11]3[CH:12]=[CH:13][C:14]([CH:17]([CH3:19])[CH3:18])=[CH:15][CH:16]=3)[N:7]([CH2:20][CH2:21][O:22][CH3:23])[C:6]=2[C:5]([O:24][CH3:25])=[CH:4][C:3]=1[CH:26]([C:31]1[CH:32]=[CH:33][CH:34]=[CH:35][C:30]=1[O:29][CH3:28])[OH:27], predict the reactants needed to synthesize it. The reactants are: [I:1][C:2]1[C:10]2[N:9]=[C:8]([C:11]3[CH:16]=[CH:15][C:14]([CH:17]([CH3:19])[CH3:18])=[CH:13][CH:12]=3)[N:7]([CH2:20][CH2:21][O:22][CH3:23])[C:6]=2[C:5]([O:24][CH3:25])=[CH:4][C:3]=1[CH:26]=[O:27].[CH3:28][O:29][C:30]1[CH:35]=[CH:34][CH:33]=[CH:32][C:31]=1[Mg]Br. (3) Given the product [C:8]([C:10]1[CH:11]=[CH:12][C:13]([CH2:16][N:17]2[CH2:18][CH2:19][O:33][CH2:20][CH2:21]2)=[CH:14][CH:15]=1)#[CH:7], predict the reactants needed to synthesize it. The reactants are: FC1C=C(C(N)=O)C2O[C:8]([C:10]3[CH:15]=[CH:14][C:13]([CH2:16][N:17]4[CH2:21][CH2:20][CH2:19][CH2:18]4)=[CH:12][CH:11]=3)=[CH:7]C=2C=1.C(C1C=CC(C=[O:33])=CC=1)#C.N1CCOCC1. (4) Given the product [CH:8]1([NH:11][C:12]2[C:13]3[CH:23]=[N:22][N:21]([CH2:24][CH3:25])[C:14]=3[N:15]=[CH:16][C:17]=2[C:18]2[CH2:1][C:2]3([CH2:7][CH2:6][CH2:5][CH2:4][CH2:3]3)[O:20][N:19]=2)[CH2:9][CH2:10]1, predict the reactants needed to synthesize it. The reactants are: [CH2:1]=[C:2]1[CH2:7][CH2:6][CH2:5][CH2:4][CH2:3]1.[CH:8]1([NH:11][C:12]2[C:17]([CH:18]=[N:19][OH:20])=[CH:16][N:15]=[C:14]3[N:21]([CH2:24][CH3:25])[N:22]=[CH:23][C:13]=23)[CH2:10][CH2:9]1.Cl[O-].[Na+]. (5) The reactants are: [CH:1]1[CH:2]=[CH:3][C:4]2[N:9]([OH:10])[N:8]=[N:7][C:5]=2[CH:6]=1.[CH3:11][N:12]([CH3:15])C=O. Given the product [CH2:1]1[CH2:2][CH2:3][CH:11]([N:12]=[C:15]=[N:7][CH:5]2[CH2:4][CH2:3][CH2:2][CH2:1][CH2:6]2)[CH2:5][CH2:6]1.[CH:1]1[CH:2]=[CH:3][C:4]2[N:9]([OH:10])[N:8]=[N:7][C:5]=2[CH:6]=1, predict the reactants needed to synthesize it. (6) Given the product [Br:12][C:9]1[CH:10]=[C:11]2[C:6](=[CH:7][CH:8]=1)[N:5]([C:13](=[O:15])[CH3:14])[C@@H:4]([CH2:16][CH3:17])[C@H:3]([CH3:18])[C@H:2]2[NH:1][C:20]1[N:25]=[CH:24][CH:23]=[CH:22][N:21]=1, predict the reactants needed to synthesize it. The reactants are: [NH2:1][C@H:2]1[C:11]2[C:6](=[CH:7][CH:8]=[C:9]([Br:12])[CH:10]=2)[N:5]([C:13](=[O:15])[CH3:14])[C@@H:4]([CH2:16][CH3:17])[C@@H:3]1[CH3:18].F[C:20]1[N:25]=[CH:24][CH:23]=[CH:22][N:21]=1.CCN(C(C)C)C(C)C. (7) Given the product [F:49][C:48]1[C:47]2[CH2:46][CH2:45][CH2:44][CH2:43][C:42]=2[N:41]2[CH2:50][CH2:51][N:38]([C:7]3[C:6]([CH2:5][OH:4])=[C:11]([C:12]4[CH:17]=[C:16]([NH:18][C:19]5[CH:24]=[CH:23][C:22]([N:25]6[CH2:30][CH2:29][N:28]([CH:31]7[CH2:34][O:33][CH2:32]7)[CH2:27][C@@H:26]6[CH3:35])=[CH:21][N:20]=5)[C:15](=[O:36])[N:14]([CH3:37])[N:13]=4)[CH:10]=[CH:9][N:8]=3)[C:39](=[O:52])[C:40]=12, predict the reactants needed to synthesize it. The reactants are: C([O:4][CH2:5][C:6]1[C:7]([N:38]2[CH2:51][CH2:50][N:41]3[C:42]4[CH2:43][CH2:44][CH2:45][CH2:46][C:47]=4[C:48]([F:49])=[C:40]3[C:39]2=[O:52])=[N:8][CH:9]=[CH:10][C:11]=1[C:12]1[CH:17]=[C:16]([NH:18][C:19]2[CH:24]=[CH:23][C:22]([N:25]3[CH2:30][CH2:29][N:28]([CH:31]4[CH2:34][O:33][CH2:32]4)[CH2:27][C@@H:26]3[CH3:35])=[CH:21][N:20]=2)[C:15](=[O:36])[N:14]([CH3:37])[N:13]=1)(=O)C.[OH-].[Li+].